Task: Predict the product of the given reaction.. Dataset: Forward reaction prediction with 1.9M reactions from USPTO patents (1976-2016) (1) The product is: [CH3:23][O:24][N:25]=[C:18]1[C:16]2=[N:17][C:12]([C:10]3[CH:9]=[N:8][N:7]([C:3]4[CH:2]=[N:1][CH:6]=[CH:5][CH:4]=4)[CH:11]=3)=[CH:13][CH:14]=[C:15]2[O:21][CH2:20][CH2:19]1. Given the reactants [N:1]1[CH:6]=[CH:5][CH:4]=[C:3]([N:7]2[CH:11]=[C:10]([C:12]3[N:17]=[C:16]4[C:18](=O)[CH2:19][CH2:20][O:21][C:15]4=[CH:14][CH:13]=3)[CH:9]=[N:8]2)[CH:2]=1.[CH3:23][O:24][NH2:25].Cl.CC([O-])=O.[K+], predict the reaction product. (2) Given the reactants [N:1]([CH:4]1[CH2:23][N:8]2[C:9]3[C:14]([C:15]([CH2:16][C:17]([O:19][CH2:20][CH2:21][CH3:22])=[O:18])=[C:7]2[CH2:6][CH2:5]1)=[CH:13][CH:12]=[CH:11][CH:10]=3)=[N+:2]=[N-:3].[CH2:24]([C:27]1[CH:32]=[CH:31][CH:30]=[CH:29][CH:28]=1)[C:25]#[CH:26].C(N(C(C)C)CC)(C)C, predict the reaction product. The product is: [CH2:24]([C:25]1[N:3]=[N:2][N:1]([CH:4]2[CH2:23][N:8]3[C:9]4[C:14]([C:15]([CH2:16][C:17]([O:19][CH2:20][CH2:21][CH3:22])=[O:18])=[C:7]3[CH2:6][CH2:5]2)=[CH:13][CH:12]=[CH:11][CH:10]=4)[CH:26]=1)[C:27]1[CH:32]=[CH:31][CH:30]=[CH:29][CH:28]=1. (3) Given the reactants [Cl:1][C:2]1[C:3]([NH:20][CH:21]2[CH2:26][CH2:25][NH:24][CH2:23][CH:22]2[CH2:27][CH3:28])=[N:4][C:5]([NH:8][C:9]2[CH:10]=[CH:11][C:12]3[C:16]([CH:17]=2)=[N:15][N:14]([CH3:18])[C:13]=3[CH3:19])=[N:6][CH:7]=1.Cl[C:30]1[N:35]=[N:34][C:33]([C:36]#[N:37])=[CH:32][CH:31]=1.C(N(CC)CC)C, predict the reaction product. The product is: [Cl:1][C:2]1[C:3]([NH:20][CH:21]2[CH2:26][CH2:25][N:24]([C:30]3[N:35]=[N:34][C:33]([C:36]#[N:37])=[CH:32][CH:31]=3)[CH2:23][CH:22]2[CH2:27][CH3:28])=[N:4][C:5]([NH:8][C:9]2[CH:10]=[CH:11][C:12]3[C:16]([CH:17]=2)=[N:15][N:14]([CH3:18])[C:13]=3[CH3:19])=[N:6][CH:7]=1. (4) Given the reactants Cl.[NH:2]1[C:6]([C:7]2[CH:8]=[C:9]3[C:19](=[CH:20][CH:21]=2)[O:18][C:12]2([CH2:17][CH2:16][NH:15][CH2:14][CH2:13]2)[CH2:11][C:10]3=[O:22])=[N:5][N:4]=[N:3]1.O.ON1C2C=CC=CC=2N=N1.Cl.CN(C)CCCN=C=NCC.[CH3:46][O:47][C:48]1[CH:49]=[C:50]([CH:54]=[C:55]([C:57]2[CH:62]=[CH:61][CH:60]=[CH:59][CH:58]=2)[N:56]=1)[C:51](O)=[O:52], predict the reaction product. The product is: [CH3:46][O:47][C:48]1[CH:49]=[C:50]([C:51]([N:15]2[CH2:16][CH2:17][C:12]3([CH2:11][C:10](=[O:22])[C:9]4[C:19](=[CH:20][CH:21]=[C:7]([C:6]5[NH:2][N:3]=[N:4][N:5]=5)[CH:8]=4)[O:18]3)[CH2:13][CH2:14]2)=[O:52])[CH:54]=[C:55]([C:57]2[CH:62]=[CH:61][CH:60]=[CH:59][CH:58]=2)[N:56]=1. (5) Given the reactants [CH3:1]N(N=O)C(N)=O.[OH-].[K+].[CH3:10][C:11]([O:14][C@H:15]([CH3:52])[C@@H:16]([C:48]([O:50][CH3:51])=[O:49])[NH:17][C:18]([C:20]1[CH:25]=[CH:24][C:23]([C:26]2[CH:31]=[CH:30][CH:29]=[C:28]([F:32])[CH:27]=2)=[CH:22][C:21]=1[NH:33][C:34]([NH:36][C:37]1[C:42]([CH3:43])=[CH:41][C:40]([CH2:44][CH:45]=[CH2:46])=[CH:39][C:38]=1[CH3:47])=[O:35])=[O:19])([CH3:13])[CH3:12].[N+](=C)=[N-], predict the reaction product. The product is: [CH:45]1([CH2:44][C:40]2[CH:41]=[C:42]([CH3:43])[C:37]([NH:36][C:34]([NH:33][C:21]3[CH:22]=[C:23]([C:26]4[CH:31]=[CH:30][CH:29]=[C:28]([F:32])[CH:27]=4)[CH:24]=[CH:25][C:20]=3[C:18]([NH:17][C@H:16]([C:48]([O:50][CH3:51])=[O:49])[C@@H:15]([CH3:52])[O:14][C:11]([CH3:10])([CH3:12])[CH3:13])=[O:19])=[O:35])=[C:38]([CH3:47])[CH:39]=2)[CH2:1][CH2:46]1. (6) Given the reactants [CH3:1][C:2]1([CH3:30])[O:7][C@@H:6]([CH2:8][C:9]([N:11]([O:13][CH3:14])[CH3:12])=[O:10])[CH2:5][C@@H:4]([CH2:15]S(C2N(C3C=CC=CC=3)N=NN=2)(=O)=O)[O:3]1.[F:31][C:32]1[CH:37]=[CH:36][C:35]([C:38]2[C:46]3[C:41](=[CH:42][CH:43]=[CH:44][CH:45]=3)[N:40]([CH:47]([CH3:49])[CH3:48])[C:39]=2[CH:50]=O)=[CH:34][CH:33]=1.C[Si]([N-][Si](C)(C)C)(C)C.[Li+].C(=O)(O)[O-].[Na+], predict the reaction product. The product is: [F:31][C:32]1[CH:37]=[CH:36][C:35]([C:38]2[C:46]3[C:41](=[CH:42][CH:43]=[CH:44][CH:45]=3)[N:40]([CH:47]([CH3:48])[CH3:49])[C:39]=2/[CH:50]=[CH:15]/[C@H:4]2[O:3][C:2]([CH3:1])([CH3:30])[O:7][C@@H:6]([CH2:8][C:9]([N:11]([O:13][CH3:14])[CH3:12])=[O:10])[CH2:5]2)=[CH:34][CH:33]=1. (7) Given the reactants [CH2:1]([O:5][C:6]1[CH:14]=[CH:13][C:9]([C:10]([OH:12])=O)=[C:8]([CH3:15])[CH:7]=1)[CH2:2][CH2:3][CH3:4].[N:16]1([C@@H:21]2[CH2:25][CH2:24][N:23]([C:26]3[CH:31]=[CH:30][C:29]([NH2:32])=[CH:28][C:27]=3[F:33])[CH2:22]2)[CH2:20][CH2:19][CH2:18][CH2:17]1, predict the reaction product. The product is: [N:16]1([C@@H:21]2[CH2:25][CH2:24][N:23]([C:26]3[CH:31]=[CH:30][C:29]([NH:32][C:10](=[O:12])[C:9]4[CH:13]=[CH:14][C:6]([O:5][CH2:1][CH2:2][CH2:3][CH3:4])=[CH:7][C:8]=4[CH3:15])=[CH:28][C:27]=3[F:33])[CH2:22]2)[CH2:20][CH2:19][CH2:18][CH2:17]1. (8) The product is: [ClH:1].[N:2]12[CH2:7][CH2:6][CH:5]([CH2:8][CH2:9]1)[C@H:4]([NH:10][C:11]([C:13]1[O:14][C:15]3[C:21]([C:22]4[CH:30]=[CH:29][CH:28]=[C:24]([C:25]([NH:31][CH2:32][CH2:33][N:34]([CH3:36])[CH3:35])=[O:27])[CH:23]=4)=[CH:20][CH:19]=[CH:18][C:16]=3[CH:17]=1)=[O:12])[CH2:3]2. Given the reactants [ClH:1].[N:2]12[CH2:9][CH2:8][CH:5]([CH2:6][CH2:7]1)[C@H:4]([NH:10][C:11]([C:13]1[O:14][C:15]3[C:21]([C:22]4[CH:23]=[C:24]([CH:28]=[CH:29][CH:30]=4)[C:25]([OH:27])=O)=[CH:20][CH:19]=[CH:18][C:16]=3[CH:17]=1)=[O:12])[CH2:3]2.[NH2:31][CH2:32][CH2:33][N:34]([CH3:36])[CH3:35], predict the reaction product. (9) Given the reactants [CH3:1][O:2][C:3](=[O:28])[C@H:4]([CH2:24][CH2:25][S:26][CH3:27])[NH:5][C:6](=[O:23])[C:7]1[CH:12]=[CH:11][C:10]([N+:13]([O-])=O)=[CH:9][C:8]=1[C:16]1[CH:21]=[CH:20][CH:19]=[CH:18][C:17]=1[CH3:22].O.O.Cl[Sn]Cl.C([O-])(O)=O.[Na+], predict the reaction product. The product is: [CH3:1][O:2][C:3](=[O:28])[C@H:4]([CH2:24][CH2:25][S:26][CH3:27])[NH:5][C:6](=[O:23])[C:7]1[CH:12]=[CH:11][C:10]([NH2:13])=[CH:9][C:8]=1[C:16]1[CH:21]=[CH:20][CH:19]=[CH:18][C:17]=1[CH3:22]. (10) Given the reactants [CH3:1][O:2][C:3]1[CH:8]=[CH:7][C:6]([C@@H:9]2[C@@H:14]([O:15][CH2:16][C:17]3[CH:18]=[CH:19][C:20]4[O:25][CH2:24][CH2:23][N:22]([CH2:26][CH2:27][CH2:28][O:29][CH3:30])[C:21]=4[CH:31]=3)[CH2:13][N:12]([S:32]([C:35]3[CH:40]=[CH:39][C:38]([CH3:41])=[CH:37][CH:36]=3)(=[O:34])=[O:33])[C@@H:11]([CH2:42][C:43](=[O:47])[C:44]([CH3:46])=[CH2:45])[CH2:10]2)=[CH:5][CH:4]=1, predict the reaction product. The product is: [CH3:1][O:2][C:3]1[CH:8]=[CH:7][C:6]([C@@H:9]2[C@@H:14]([O:15][CH2:16][C:17]3[CH:18]=[CH:19][C:20]4[O:25][CH2:24][CH2:23][N:22]([CH2:26][CH2:27][CH2:28][O:29][CH3:30])[C:21]=4[CH:31]=3)[CH2:13][N:12]([S:32]([C:35]3[CH:40]=[CH:39][C:38]([CH3:41])=[CH:37][CH:36]=3)(=[O:34])=[O:33])[C@@H:11]([CH2:42][C:43](=[O:47])[CH:44]([CH3:45])[CH3:46])[CH2:10]2)=[CH:5][CH:4]=1.